This data is from Full USPTO retrosynthesis dataset with 1.9M reactions from patents (1976-2016). The task is: Predict the reactants needed to synthesize the given product. (1) Given the product [O:1]1[CH:7]2[CH:2]1[CH2:3][CH:4]([C:8]([O:10][CH2:8][CH:4]1[CH2:5][CH2:6][CH:7]3[O:1][CH:2]3[CH2:3]1)=[O:9])[CH2:5][CH2:6]2, predict the reactants needed to synthesize it. The reactants are: [O:1]1[CH:7]2[CH:2]1[CH2:3][CH:4]([C:8]([O-:10])=[O:9])[CH2:5][CH2:6]2. (2) Given the product [C:13]([O:16][C:17](=[O:18])[NH:4][C:3]1[CH:5]=[C:6]([N+:9]([O-:11])=[O:10])[CH:7]=[CH:8][C:2]=1[CH3:1])([CH3:15])([CH3:14])[CH3:12], predict the reactants needed to synthesize it. The reactants are: [CH3:1][C:2]1[CH:8]=[CH:7][C:6]([N+:9]([O-:11])=[O:10])=[CH:5][C:3]=1[NH2:4].[CH3:12][C:13]([O:16][C:17](O[C:17]([O:16][C:13]([CH3:15])([CH3:14])[CH3:12])=[O:18])=[O:18])([CH3:15])[CH3:14].N1C=CC=CC=1. (3) Given the product [F:1][C:2]([F:26])([F:25])[C:3]1[CH:8]=[C:7]([C:9]([F:12])([F:11])[F:10])[CH:6]=[CH:5][C:4]=1[C:13]1[CH:14]=[CH:15][C:16]([CH2:19][N:40]2[CH:39]=[C:38]3[N:43]=[C:35]([C:29]4[CH:30]=[CH:31][CH:32]=[C:33]([F:34])[C:28]=4[F:27])[N:36]=[C:37]3[CH:42]=[N:41]2)=[N:17][CH:18]=1, predict the reactants needed to synthesize it. The reactants are: [F:1][C:2]([F:26])([F:25])[C:3]1[CH:8]=[C:7]([C:9]([F:12])([F:11])[F:10])[CH:6]=[CH:5][C:4]=1[C:13]1[CH:14]=[CH:15][C:16]([CH2:19]OS(C)(=O)=O)=[N:17][CH:18]=1.[F:27][C:28]1[C:33]([F:34])=[CH:32][CH:31]=[CH:30][C:29]=1[C:35]1[N:43]=[C:38]2[CH:39]=[N:40][NH:41][CH:42]=[C:37]2[N:36]=1. (4) Given the product [F:9][CH2:8][C:5]([CH2:10][F:11])([CH:6]=[CH2:7])[C:4]([OH:12])=[O:3], predict the reactants needed to synthesize it. The reactants are: C([O:3][C:4](=[O:12])[C:5]([CH2:10][F:11])([CH2:8][F:9])[CH:6]=[CH2:7])C.O.[OH-].[Li+].Cl. (5) Given the product [Cl:32][C:33]1[CH:38]=[CH:37][C:36]([C:2]2[N:7]=[C:6]([NH:8][CH3:9])[N:5]=[C:4]([N:10]3[C:19]4[C:14](=[CH:15][C:16]([C:20]([NH:22][CH2:23][C:24]5[CH:29]=[CH:28][C:27]([Cl:30])=[CH:26][C:25]=5[Cl:31])=[O:21])=[CH:17][CH:18]=4)[CH2:13][CH2:12][CH2:11]3)[N:3]=2)=[CH:35][CH:34]=1, predict the reactants needed to synthesize it. The reactants are: Cl[C:2]1[N:7]=[C:6]([NH:8][CH3:9])[N:5]=[C:4]([N:10]2[C:19]3[C:14](=[CH:15][C:16]([C:20]([NH:22][CH2:23][C:24]4[CH:29]=[CH:28][C:27]([Cl:30])=[CH:26][C:25]=4[Cl:31])=[O:21])=[CH:17][CH:18]=3)[CH2:13][CH2:12][CH2:11]2)[N:3]=1.[Cl:32][C:33]1[CH:38]=[CH:37][C:36](B(O)O)=[CH:35][CH:34]=1.C([O-])([O-])=O.[Na+].[Na+]. (6) Given the product [Cl:14][C:15]1[CH:20]=[CH:19][C:18]([C:21]2[C:26]([C:27](=[O:32])[C:28]([O:30][CH3:31])=[O:29])=[C:25]([CH3:33])[N:24]=[C:23]3[NH:34][C:35]([CH3:38])=[C:36]([CH3:37])[C:22]=23)=[CH:17][CH:16]=1, predict the reactants needed to synthesize it. The reactants are: FC(F)(F)C(OC(=O)C(F)(F)F)=O.[Cl:14][C:15]1[CH:20]=[CH:19][C:18]([C:21]2[C:26]([CH:27]([OH:32])[C:28]([O:30][CH3:31])=[O:29])=[C:25]([CH3:33])[N:24]=[C:23]3[NH:34][C:35]([CH3:38])=[C:36]([CH3:37])[C:22]=23)=[CH:17][CH:16]=1.C(N(CC)CC)C.[Cl-].[NH4+]. (7) Given the product [C:10]([OH:19])(=[O:20])[C:1]1[CH:6]=[CH:5][CH:4]=[CH:3][CH:2]=1.[CH:7](=[O:8])[C:1]1[CH:6]=[CH:5][CH:4]=[CH:3][CH:2]=1, predict the reactants needed to synthesize it. The reactants are: [C:1]1([CH3:7])[CH:6]=[CH:5][CH:4]=[CH:3][CH:2]=1.[OH:8]N1C(=O)N(O)C(=O)N(O)[C:10]1=[O:19].[O:20]=O.